This data is from Full USPTO retrosynthesis dataset with 1.9M reactions from patents (1976-2016). The task is: Predict the reactants needed to synthesize the given product. (1) Given the product [CH3:11][C:9]1[N:10]=[C:5]2[C:4]([S:13]([CH3:16])(=[O:15])=[O:14])=[CH:3][C:2]([C:18]#[C:17][C:19]3[N:23]([CH3:24])[N:22]=[C:21]([N:25]4[CH2:29][CH2:28][CH2:27][CH2:26]4)[N:20]=3)=[N:7][N:6]2[C:8]=1[CH3:12], predict the reactants needed to synthesize it. The reactants are: Cl[C:2]1[CH:3]=[C:4]([S:13]([CH3:16])(=[O:15])=[O:14])[C:5]2[N:6]([C:8]([CH3:12])=[C:9]([CH3:11])[N:10]=2)[N:7]=1.[C:17]([C:19]1[N:23]([CH3:24])[N:22]=[C:21]([N:25]2[CH2:29][CH2:28][CH2:27][CH2:26]2)[N:20]=1)#[CH:18].C(N(CC)CC)C. (2) Given the product [CH3:1][S:2]([N:5]1[CH2:10][CH2:9][N:8]([C:11]2[CH:16]=[CH:15][C:14]([C:25]#[C:24][C:18]3[CH:23]=[CH:22][CH:21]=[CH:20][CH:19]=3)=[CH:13][CH:12]=2)[CH2:7][CH2:6]1)(=[O:4])=[O:3], predict the reactants needed to synthesize it. The reactants are: [CH3:1][S:2]([N:5]1[CH2:10][CH2:9][N:8]([C:11]2[CH:16]=[CH:15][C:14](Br)=[CH:13][CH:12]=2)[CH2:7][CH2:6]1)(=[O:4])=[O:3].[C:18]1([C:24]#[CH:25])[CH:23]=[CH:22][CH:21]=[CH:20][CH:19]=1.